From a dataset of Forward reaction prediction with 1.9M reactions from USPTO patents (1976-2016). Predict the product of the given reaction. The product is: [NH2:1][C:2]1[CH:3]=[N:4][CH:5]=[C:6]([F:32])[C:7]=1[CH2:8][CH2:9][C@H:10]1[O:15][CH2:14][C@@H:13]([CH2:16][O:17][Si:18]([C:21]([CH3:24])([CH3:23])[CH3:22])([CH3:20])[CH3:19])[N:12]([C:25]([O:27][C:28]([CH3:31])([CH3:30])[CH3:29])=[O:26])[CH2:11]1. Given the reactants [NH2:1][C:2]1[CH:3]=[N:4][CH:5]=[C:6]([F:32])[C:7]=1[C:8]#[C:9][C@H:10]1[O:15][CH2:14][C@@H:13]([CH2:16][O:17][Si:18]([C:21]([CH3:24])([CH3:23])[CH3:22])([CH3:20])[CH3:19])[N:12]([C:25]([O:27][C:28]([CH3:31])([CH3:30])[CH3:29])=[O:26])[CH2:11]1, predict the reaction product.